This data is from Experimentally validated miRNA-target interactions with 360,000+ pairs, plus equal number of negative samples. The task is: Binary Classification. Given a miRNA mature sequence and a target amino acid sequence, predict their likelihood of interaction. (1) The miRNA is hsa-miR-7978 with sequence UCUGGUGUAUAGCGUUGCUCA. The protein sequence of the target gene is MAAAVAAAGAGEPQSPDELLPKGDAEKPEEELEEDDDEELDETLSERLWGLTEMFPERVRSAAGATFDLSLFVAQKMYRFSRAALWIGTTSFMILVLPVVFETEKLQMEQQQQLQQRQILLGPNTGLSGGMPGALPSLPGKI. Result: 0 (no interaction). (2) The miRNA is hsa-miR-4318 with sequence CACUGUGGGUACAUGCU. The protein sequence of the target gene is MAAVGRVGSFGSSPPGLASTYASGPLANELASGSGGPAAGDDEDGQNLWSCILSEVSTRSRSKLPTGKNVLLLGEDGAGKTSLIRRIQGIEEYKKGRGLEYLYLNVHDEDRDDQTRCNVWILDGDLYHKGLLKFSLDALSLRDTLVMLVVDMSKPWTALDSLQKWASVVREHVDKLKIPPEEMKEMEQKLIRDFQEYVEPGEDFPASPQRRTTGAQEDRGDSVVLPLGADTLTHNLGLPVLVVCTKCDAISVLEKEHDYRDEHFDFIQSHIRKFCLQYGAALIYTSVKENKNIDLVYKYI.... Result: 0 (no interaction). (3) Result: 0 (no interaction). The miRNA is rno-miR-19b-3p with sequence UGUGCAAAUCCAUGCAAAACUGA. The protein sequence of the target gene is MWLQPSLSLSPTPTVGRSLCLTLGFLSLVLRASTQAPAPTVNTHFGKLRGARVPLPSEILGPVDQYLGVPYAAPPIGEKRFLPPEPPPSWSGIRNATHFPPVCPQNIHTAVPEVMLPVWFTANLDIVATYIQEPNEDCLYLNVYVPTEDGSGAKKQGEDLADNDGDEDEDIRDSGAKPVMVYIHGGSYMEGTGNMIDGSVLASYGNVIVITLNYRVGVLGFLSTGDQAAKGNYGLLDQIQALRWVSENIAFFGGDPRRITVFGSGIGASCVSLLTLSHHSEGLFQRAIIQSGSALSSWAV.... (4) The miRNA is hsa-miR-4788 with sequence UUACGGACCAGCUAAGGGAGGC. The protein sequence of the target gene is MIVDKLLDDSRGGEGLLDAAGDCGLMTSPLNLAYFYGASPPSAPGAGDTGYLSAVPSAPGSPGSDSSDFSSTSSVSSCGAVESRPRGGARAERPQVEPHMGVGRQQRGPFQGVRVKNSVKELLLHIRSNKQKASGQPVDEFKTQSVNIEQLTDLKSAVSAVGKRKGPDPLSDGPVCKRPALLPSHFVTSPQTPTPGESMEDVRHSESKLDSSAALLQNIINIKNECNPVSLNTVQVSWMSPTVPQNSPRDQCQDFHGGQAFSPPQKYQPFQVSGSPQMMDQASMYQYSPQTQNMQQPPPL.... Result: 0 (no interaction). (5) The miRNA is mmu-miR-290a-3p with sequence AAAGUGCCGCCUAGUUUUAAGCCC. The protein sequence of the target gene is MALPLLPGNSFNRNVGKEKFHKSQHWGFCNNVMMLVSDEKPGIGGEPLLGQKIKPKCSIYPKGDGSDVPSWVAFDKQVLSFDAYLEEEVLDKSQTNYRIRYYKIYFYPEDDTIQVNEPEVKNSGLLQGTSIRRHRITLPPPDEDQFYTVYHFNVGTEVVFYGRTFKIYDCDAFTRNFLRKIGVKVNPPVQCPEDPYMKIRREVVEHVEPLRPYESLDTLKQFLQYHGKILCFFCLWDDSVSMFGDRRELILHYFLCDDTIEIKELLPHSSGRDALKMFLRRSKLPKNCPPRVYQPGQITD.... Result: 0 (no interaction).